From a dataset of NCI-60 drug combinations with 297,098 pairs across 59 cell lines. Regression. Given two drug SMILES strings and cell line genomic features, predict the synergy score measuring deviation from expected non-interaction effect. Drug 1: C1=CC(=CC=C1C#N)C(C2=CC=C(C=C2)C#N)N3C=NC=N3. Drug 2: CCCCCOC(=O)NC1=NC(=O)N(C=C1F)C2C(C(C(O2)C)O)O. Cell line: UACC62. Synergy scores: CSS=1.96, Synergy_ZIP=-1.39, Synergy_Bliss=-0.781, Synergy_Loewe=0.0484, Synergy_HSA=0.0487.